This data is from Catalyst prediction with 721,799 reactions and 888 catalyst types from USPTO. The task is: Predict which catalyst facilitates the given reaction. (1) Reactant: [NH2:1][C:2]1[C:7]([F:8])=[CH:6][CH:5]=[CH:4][N:3]=1.[Cl:9][CH2:10][C:11](Cl)=[O:12]. Product: [Cl:9][CH2:10][C:11]([NH:1][C:2]1[C:7]([F:8])=[CH:6][CH:5]=[CH:4][N:3]=1)=[O:12]. The catalyst class is: 26. (2) The catalyst class is: 471. Reactant: [Cl:1][C:2]1[CH:3]=[CH:4][C:5]([SH:8])=[N:6][CH:7]=1.CN(C)CC(O)=O.[O-]P([O-])([O-])=O.[K+].[K+].[K+].Br[C:25]1[O:29][C:28]([CH:30]2[CH2:32][CH2:31]2)=[N:27][C:26]=1[CH2:33][O:34][C:35]1[CH:44]=[CH:43][C:38]([C:39]([O:41][CH3:42])=[O:40])=[CH:37][CH:36]=1. Product: [Cl:1][C:2]1[CH:3]=[CH:4][C:5]([S:8][C:25]2[O:29][C:28]([CH:30]3[CH2:32][CH2:31]3)=[N:27][C:26]=2[CH2:33][O:34][C:35]2[CH:44]=[CH:43][C:38]([C:39]([O:41][CH3:42])=[O:40])=[CH:37][CH:36]=2)=[N:6][CH:7]=1. (3) Reactant: CC1(C)CCCC(C)(C)N1.C([Li])CCC.CCCCCC.[O:22]1[CH:26]=[CH:25][CH:24]=[C:23]1[C:27]1[N:28]=[C:29]([NH:38][C:39]([C:41]2[CH:46]=[CH:45][N:44]=[CH:43][CH:42]=2)=[O:40])[S:30][C:31]=1[C:32](=[O:37])N(OC)C.[N:47]1[CH:52]=[CH:51][CH:50]=[N:49][CH:48]=1.[Cl-].[NH4+]. Product: [O:22]1[CH:26]=[CH:25][CH:24]=[C:23]1[C:27]1[N:28]=[C:29]([NH:38][C:39]([C:41]2[CH:42]=[CH:43][N:44]=[CH:45][CH:46]=2)=[O:40])[S:30][C:31]=1[C:32]([C:52]1[CH:51]=[CH:50][N:49]=[CH:48][N:47]=1)=[O:37]. The catalyst class is: 1. (4) Reactant: [Br:1][C:2]1[CH:14]=[C:13]2[C:5]([C:6]3[CH:7]=[CH:8][C:9]([C:17](=[O:20])[CH2:18]Cl)=[CH:10][C:11]=3[C:12]2([F:16])[F:15])=[CH:4][CH:3]=1.[C:21]([O:25][C:26]([N:28]1[CH2:32][CH2:31][CH2:30][C@H:29]1[C:33]([OH:35])=[O:34])=[O:27])([CH3:24])([CH3:23])[CH3:22].C(=O)([O-])[O-].[K+].[K+].[I-].[K+]. Product: [N:28]1([C:26]([O:25][C:21]([CH3:24])([CH3:23])[CH3:22])=[O:27])[CH2:32][CH2:31][CH2:30][C@H:29]1[C:33]([O:35][CH2:18][C:17]([C:9]1[CH:8]=[CH:7][C:6]2[C:5]3[C:13](=[CH:14][C:2]([Br:1])=[CH:3][CH:4]=3)[C:12]([F:16])([F:15])[C:11]=2[CH:10]=1)=[O:20])=[O:34]. The catalyst class is: 21. (5) Reactant: Br[C:2]1[S:6][CH:5]=[N:4][C:3]=1[C:7]1[NH:11][C:10]2[CH:12]=[CH:13][C:14]([CH3:16])=[CH:15][C:9]=2[N:8]=1.[C:17](=[O:19])=[O:18]. Product: [CH3:16][C:14]1[CH:13]=[CH:12][C:10]2[NH:11][C:7]([C:3]3[N:4]=[CH:5][S:6][C:2]=3[C:17]([OH:19])=[O:18])=[N:8][C:9]=2[CH:15]=1. The catalyst class is: 1. (6) Reactant: [NH2:1][C@@H:2]1[CH:7]2[CH2:8][CH2:9][N:4]([CH2:5][CH2:6]2)[C@H:3]1[CH2:10][C:11]1[CH:12]=[N:13][CH:14]=[CH:15][CH:16]=1.C(N(CC)CC)C.[O:24]1[C:28]2[CH:29]=[CH:30][CH:31]=[CH:32][C:27]=2[CH:26]=[C:25]1[C:33](O)=[O:34].CN(C(ON1N=NC2C=CC=CC1=2)=[N+](C)C)C.F[P-](F)(F)(F)(F)F.C(=O)([O-])[O-].[K+].[K+]. Product: [N:13]1[CH:14]=[CH:15][CH:16]=[C:11]([CH2:10][C@H:3]2[C@H:2]([NH:1][C:33]([C:25]3[O:24][C:28]4[CH:29]=[CH:30][CH:31]=[CH:32][C:27]=4[CH:26]=3)=[O:34])[CH:7]3[CH2:6][CH2:5][N:4]2[CH2:9][CH2:8]3)[CH:12]=1. The catalyst class is: 4. (7) Reactant: [Cl:1][C:2]1[C:6]([Cl:7])=[C:5]([CH3:8])[NH:4][C:3]=1[C:9]([NH:11][CH:12]1[CH2:17][CH2:16][C:15]([C:19]2[CH:20]=[C:21]([CH:25]=[CH:26][CH:27]=2)[C:22]([OH:24])=[O:23])(O)[CH2:14][CH2:13]1)=[O:10]. Product: [Cl:1][C:2]1[C:6]([Cl:7])=[C:5]([CH3:8])[NH:4][C:3]=1[C:9]([NH:11][CH:12]1[CH2:17][CH2:16][C:15]([C:19]2[CH:27]=[CH:26][CH:25]=[C:21]([CH:20]=2)[C:22]([OH:24])=[O:23])=[CH:14][CH2:13]1)=[O:10]. The catalyst class is: 6. (8) Reactant: [C:1]12([CH2:11][NH2:12])[CH2:10][CH:5]3[CH2:6][CH:7]([CH2:9][CH:3]([CH2:4]3)[CH2:2]1)[CH2:8]2.[Si:13]([O:20][CH2:21][CH:22]1[CH2:24][N:23]1[C:25]([O:27][C:28]([CH3:31])([CH3:30])[CH3:29])=[O:26])([C:16]([CH3:19])([CH3:18])[CH3:17])([CH3:15])[CH3:14]. Product: [Si:13]([O:20][CH2:21][C@@H:22]([NH:23][C:25](=[O:26])[O:27][C:28]([CH3:31])([CH3:30])[CH3:29])[CH2:24][NH:12][CH2:11][C:1]12[CH2:8][CH:7]3[CH2:6][CH:5]([CH2:4][CH:3]([CH2:9]3)[CH2:2]1)[CH2:10]2)([C:16]([CH3:19])([CH3:17])[CH3:18])([CH3:15])[CH3:14]. The catalyst class is: 2.